From a dataset of Catalyst prediction with 721,799 reactions and 888 catalyst types from USPTO. Predict which catalyst facilitates the given reaction. (1) Reactant: C[O:2][C:3](=[O:31])[C:4]1[CH:9]=[CH:8][N:7]=[C:6]([NH:10][C:11](=[O:30])[CH2:12][O:13][C:14]2[CH:19]=[CH:18][C:17]([C:20]34[CH2:29][CH:24]5[CH2:25][CH:26]([CH2:28][CH:22]([CH2:23]5)[CH2:21]3)[CH2:27]4)=[CH:16][CH:15]=2)[CH:5]=1.[I-].[Li+]. Product: [C:20]12([C:17]3[CH:18]=[CH:19][C:14]([O:13][CH2:12][C:11]([NH:10][C:6]4[CH:5]=[C:4]([CH:9]=[CH:8][N:7]=4)[C:3]([OH:31])=[O:2])=[O:30])=[CH:15][CH:16]=3)[CH2:27][CH:26]3[CH2:28][CH:22]([CH2:23][CH:24]([CH2:25]3)[CH2:29]1)[CH2:21]2. The catalyst class is: 17. (2) The catalyst class is: 5. Reactant: CN(C)C(=O)[S:4][C:5]1[CH:10]=[C:9]([CH3:11])[CH:8]=[C:7]([O:12][CH3:13])[CH:6]=1.[OH-].[K+]. Product: [CH3:13][O:12][C:7]1[CH:6]=[C:5]([SH:4])[CH:10]=[C:9]([CH3:11])[CH:8]=1. (3) Reactant: CC(C(=P(C1C=CC=CC=1)(C1C=CC=CC=1)C1C=CC=CC=1)C([O-])=O)(C)C.[CH:28]([C:30]1[C:38]2[C:33](=[CH:34][C:35]([C:39]#[N:40])=[CH:36][CH:37]=2)[NH:32][CH:31]=1)=O.C1(P(=[CH:60][C:61]([O:63][C:64]([CH3:67])([CH3:66])[CH3:65])=[O:62])(C2C=CC=CC=2)C2C=CC=CC=2)C=CC=CC=1. Product: [C:39]([C:35]1[CH:34]=[C:33]2[C:38]([C:30](/[CH:28]=[CH:60]/[C:61]([O:63][C:64]([CH3:67])([CH3:66])[CH3:65])=[O:62])=[CH:31][NH:32]2)=[CH:37][CH:36]=1)#[N:40]. The catalyst class is: 10. (4) Product: [CH3:1][C:2]1([CH3:22])[C:10]2[N:9]=[C:8]([C:11]3[C:12]([CH3:21])=[CH:13][C:14]([CH3:20])=[C:15]([CH:19]=3)[C:16]([N:24]3[CH2:29][CH2:28][CH:27]([C:30]4[CH:37]=[CH:36][C:33]([C:34]#[N:35])=[CH:32][CH:31]=4)[CH2:26][CH2:25]3)=[O:17])[NH:7][C:6]=2[CH2:5][O:4][CH2:3]1. Reactant: [CH3:1][C:2]1([CH3:22])[C:10]2[N:9]=[C:8]([C:11]3[C:12]([CH3:21])=[CH:13][C:14]([CH3:20])=[C:15]([CH:19]=3)[C:16](O)=[O:17])[NH:7][C:6]=2[CH2:5][O:4][CH2:3]1.Cl.[NH:24]1[CH2:29][CH2:28][CH:27]([C:30]2[CH:37]=[CH:36][C:33]([C:34]#[N:35])=[CH:32][CH:31]=2)[CH2:26][CH2:25]1.CCN(C(C)C)C(C)C. The catalyst class is: 39. (5) The catalyst class is: 142. Product: [CH3:32][N:33]1[CH:37]=[C:36]([S:38]([N:18]2[CH2:19][CH2:20][CH2:21][CH:16]([N:13]3[C:14]4[CH:15]=[C:7]([C:1]5[CH:2]=[CH:3][CH:4]=[CH:5][CH:6]=5)[CH:8]=[C:9]([C:22]([NH2:24])=[O:23])[C:10]=4[CH:11]=[N:12]3)[CH2:17]2)(=[O:40])=[O:39])[N:35]=[CH:34]1. Reactant: [C:1]1([C:7]2[CH:8]=[C:9]([C:22]([NH2:24])=[O:23])[C:10]3[CH:11]=[N:12][N:13]([CH:16]4[CH2:21][CH2:20][CH2:19][NH:18][CH2:17]4)[C:14]=3[CH:15]=2)[CH:6]=[CH:5][CH:4]=[CH:3][CH:2]=1.C(N(CC)CC)C.[CH3:32][N:33]1[CH:37]=[C:36]([S:38](Cl)(=[O:40])=[O:39])[N:35]=[CH:34]1.